From a dataset of Forward reaction prediction with 1.9M reactions from USPTO patents (1976-2016). Predict the product of the given reaction. (1) Given the reactants [N+:1]([C:4]1[CH:5]=[CH:6][C:7]([NH:10][C:11]2[S:12][C:13]([S:16][C:17]#N)=[CH:14][N:15]=2)=[N:8][CH:9]=1)([O-:3])=[O:2].SC[C@H]([C@@H](CS)O)O.ClC1[CH:33]=[CH:32][N:31]=[C:30]([C:34]([O:36][CH3:37])=[O:35])[C:29]=1[F:38].[O-]P([O-])([O-])=O.[K+].[K+].[K+], predict the reaction product. The product is: [F:38][C:29]1[C:30]([C:34]([O:36][CH3:37])=[O:35])=[N:31][CH:32]=[CH:33][C:17]=1[S:16][C:13]1[S:12][C:11]([NH:10][C:7]2[CH:6]=[CH:5][C:4]([N+:1]([O-:3])=[O:2])=[CH:9][N:8]=2)=[N:15][CH:14]=1. (2) Given the reactants [CH2:1]([N:3]([CH:41]1[CH2:46][CH2:45][O:44][CH2:43][CH2:42]1)[C:4]1[CH:5]=[C:6]([C:26]#[C:27][CH:28]2[CH2:33][CH2:32][N:31](C(OC(C)(C)C)=O)[CH2:30][CH2:29]2)[CH:7]=[C:8]([C:11](=[O:25])[NH:12][CH2:13][C:14]2[C:15](=[O:24])[NH:16][C:17]([CH3:23])=[CH:18][C:19]=2[CH:20]([CH3:22])[CH3:21])[C:9]=1[CH3:10])[CH3:2].Cl.O1CCOCC1.CO.C(Cl)Cl, predict the reaction product. The product is: [CH2:1]([N:3]([CH:41]1[CH2:46][CH2:45][O:44][CH2:43][CH2:42]1)[C:4]1[C:9]([CH3:10])=[C:8]([CH:7]=[C:6]([C:26]#[C:27][CH:28]2[CH2:29][CH2:30][NH:31][CH2:32][CH2:33]2)[CH:5]=1)[C:11]([NH:12][CH2:13][C:14]1[C:15](=[O:24])[NH:16][C:17]([CH3:23])=[CH:18][C:19]=1[CH:20]([CH3:22])[CH3:21])=[O:25])[CH3:2]. (3) Given the reactants C(O[C:4]([C:6]1([CH2:12][CH2:13]OC)[CH2:11][CH2:10][NH:9][CH2:8][CH2:7]1)=[O:5])C.[F:16][C:17]([F:30])([F:29])[O:18][C:19]1[CH:24]=[CH:23][CH:22]=[CH:21][C:20]=1[S:25](Cl)(=[O:27])=[O:26].[CH3:31][O:32][CH2:33][CH2:34][O:35][C:36]1[CH:41]=[CH:40][C:39]([NH2:42])=[CH:38][CH:37]=1, predict the reaction product. The product is: [CH3:31][O:32][CH2:33][CH2:34][O:35][C:36]1[CH:41]=[CH:40][C:39]([N:42]2[CH2:13][CH2:12][C:6]3([CH2:7][CH2:8][N:9]([S:25]([C:20]4[CH:21]=[CH:22][CH:23]=[CH:24][C:19]=4[O:18][C:17]([F:30])([F:29])[F:16])(=[O:27])=[O:26])[CH2:10][CH2:11]3)[C:4]2=[O:5])=[CH:38][CH:37]=1. (4) Given the reactants Br[C:2]1[CH:7]=[CH:6][C:5]([C@@H:8]([N:10]2[CH2:15][CH2:14][C@:13]([CH2:22][C:23]([OH:26])([CH3:25])[CH3:24])([C:16]3[CH:21]=[CH:20][CH:19]=[CH:18][CH:17]=3)[O:12][C:11]2=[O:27])[CH3:9])=[CH:4][CH:3]=1.Cl[C:29]1[CH:34]=[CH:33][N:32]=[CH:31][N:30]=1, predict the reaction product. The product is: [OH:26][C:23]([CH3:25])([CH3:24])[CH2:22][C@@:13]1([C:16]2[CH:21]=[CH:20][CH:19]=[CH:18][CH:17]=2)[O:12][C:11](=[O:27])[N:10]([C@H:8]([C:5]2[CH:6]=[CH:7][C:2]([C:29]3[CH:34]=[CH:33][N:32]=[CH:31][N:30]=3)=[CH:3][CH:4]=2)[CH3:9])[CH2:15][CH2:14]1.